This data is from Reaction yield outcomes from USPTO patents with 853,638 reactions. The task is: Predict the reaction yield, written as a fraction of the theoretical maximum amount of product (1.0 means a 100% yield; for example, 0.34 means a 34% yield). (1) The reactants are [F:1][C:2]1[S:6][C:5]([NH:7][C:8]2[CH:13]=[CH:12][CH:11]=[C:10]([CH3:14])[N:9]=2)=[N:4][C:3]=1[C:15]1[CH:16]=[N:17][NH:18][CH:19]=1.[O-:20][C:21]#[N:22].[K+].CC(O)=O. The catalyst is O. The product is [F:1][C:2]1[S:6][C:5]([NH:7][C:8]2[CH:13]=[CH:12][CH:11]=[C:10]([CH3:14])[N:9]=2)=[N:4][C:3]=1[C:15]1[CH:16]=[N:17][N:18]([C:21]([NH2:22])=[O:20])[CH:19]=1. The yield is 0.0300. (2) The reactants are [CH3:1][C:2]1([CH3:18])[C:6]([CH3:8])([CH3:7])[O:5][B:4]([C:9]2[CH:17]=[CH:16][C:12]([C:13]([NH2:15])=[O:14])=[CH:11][CH:10]=2)[O:3]1.Cl[C:20]1[CH:25]=[C:24]([O:26][CH2:27][CH3:28])[CH:23]=[CH:22][N:21]=1.CC(C1C=C(C(C)C)C(C2C(P(C3CCCCC3)C3CCCCC3)=C(OC)C=CC=2OC)=C(C(C)C)C=1)C.C([O-])([O-])=O.[Cs+].[Cs+]. The catalyst is O1CCOCC1. The product is [CH2:27]([O:26][C:24]1[CH:23]=[CH:22][N:21]=[C:20]([NH:15][C:13](=[O:14])[C:12]2[CH:16]=[CH:17][C:9]([B:4]3[O:3][C:2]([CH3:18])([CH3:1])[C:6]([CH3:7])([CH3:8])[O:5]3)=[CH:10][CH:11]=2)[CH:25]=1)[CH3:28]. The yield is 0.750. (3) The reactants are C([O:8][N:9]1[C:15](=[O:16])[N:14]2[CH2:17][C@H:10]1[CH2:11][CH2:12][C@H:13]2[C:18]([NH:20][O:21][CH2:22][C:23]1[C:31]2[CH:30]3[CH2:32][CH:27]([CH2:28][CH2:29]3)[C:26]=2[N:25]([CH3:33])[N:24]=1)=[O:19])C1C=CC=CC=1. The catalyst is CO.[Pd]. The product is [OH:8][N:9]1[C:15](=[O:16])[N:14]2[CH2:17][C@H:10]1[CH2:11][CH2:12][C@H:13]2[C:18]([NH:20][O:21][CH2:22][C:23]1[C:31]2[CH:30]3[CH2:32][CH:27]([CH2:28][CH2:29]3)[C:26]=2[N:25]([CH3:33])[N:24]=1)=[O:19]. The yield is 1.00.